Task: Predict the product of the given reaction.. Dataset: Forward reaction prediction with 1.9M reactions from USPTO patents (1976-2016) (1) Given the reactants [NH2:1][C:2]1[CH:7]=[CH:6][N:5]([C@H:8]2[C@H:12]([OH:13])[C@H:11]([F:14])[C@@:10]([N:17]=[N+:18]=[N-:19])([CH2:15][OH:16])[O:9]2)[C:4](=[O:20])[N:3]=1.N1C=CN=C1.[C:26]([Si:30](Cl)([C:37]1[CH:42]=[CH:41][CH:40]=[CH:39][CH:38]=1)[C:31]1[CH:36]=[CH:35][CH:34]=[CH:33][CH:32]=1)([CH3:29])([CH3:28])[CH3:27], predict the reaction product. The product is: [NH2:1][C:2]1[CH:7]=[CH:6][N:5]([C@H:8]2[C@H:12]([O:13][Si:30]([C:26]([CH3:29])([CH3:28])[CH3:27])([C:37]3[CH:38]=[CH:39][CH:40]=[CH:41][CH:42]=3)[C:31]3[CH:36]=[CH:35][CH:34]=[CH:33][CH:32]=3)[C@H:11]([F:14])[C@@:10]([N:17]=[N+:18]=[N-:19])([CH2:15][OH:16])[O:9]2)[C:4](=[O:20])[N:3]=1. (2) Given the reactants CS(O[CH2:6][CH2:7][CH2:8][S:9]([C:12]1[CH:17]=[CH:16][CH:15]=[C:14]([O:18][C:19]2[CH:24]=[CH:23][C:22]([F:25])=[C:21]([C:26]3[C:35]4[C:30](=[C:31]([C:36]([F:39])([F:38])[F:37])[CH:32]=[CH:33][CH:34]=4)[N:29]=[CH:28][N:27]=3)[CH:20]=2)[CH:13]=1)(=[O:11])=[O:10])(=O)=O.[C-:40]#[N:41].[K+].O, predict the reaction product. The product is: [F:25][C:22]1[CH:23]=[CH:24][C:19]([O:18][C:14]2[CH:13]=[C:12]([S:9]([CH2:8][CH2:7][CH2:6][C:40]#[N:41])(=[O:10])=[O:11])[CH:17]=[CH:16][CH:15]=2)=[CH:20][C:21]=1[C:26]1[C:35]2[C:30](=[C:31]([C:36]([F:38])([F:39])[F:37])[CH:32]=[CH:33][CH:34]=2)[N:29]=[CH:28][N:27]=1. (3) Given the reactants C1([C@@:7]2(S([C@]3(C4C=CC=CC=4)O[C@H](COC(=O)C)[C@@H](OCC4C=CC=CC=4)[C@H](OCC4C=CC=CC=4)[C@H]3OCC3C=CC=CC=3)=O)[O:36][C@H:35]([CH2:37][O:38][C:39](=[O:41])[CH3:40])[C@@H:26]([O:27][CH2:28][C:29]3[CH:34]=[CH:33][CH:32]=[CH:31][CH:30]=3)[C@H:17]([O:18][CH2:19][C:20]3[CH:25]=[CH:24][CH:23]=[CH:22][CH:21]=3)[C@H:8]2[O:9][CH2:10][C:11]2[CH:16]=[CH:15][CH:14]=[CH:13][CH:12]=2)C=CC=CC=1.[CH2:85]([O:92][C@@H:93]1[C@@H:105]([O:106][CH2:107][C:108]2[CH:113]=[CH:112][CH:111]=[CH:110][CH:109]=2)[C@H:104]([O:114][CH2:115][C:116]2[CH:121]=[CH:120][CH:119]=[CH:118][CH:117]=2)[C@@H:103]([CH2:122][OH:123])[O:102][C@H:94]1[S:95][C:96]1[CH:101]=[CH:100][CH:99]=[CH:98][CH:97]=1)[C:86]1[CH:91]=[CH:90][CH:89]=[CH:88][CH:87]=1.C(C1C=C(C)C=C(C(C)(C)C)N=1)(C)(C)C.O(S(C(F)(F)F)(=O)=O)S(C(F)(F)F)(=O)=O, predict the reaction product. The product is: [CH2:10]([O:9][C@@H:8]1[C@@H:17]([O:18][CH2:19][C:20]2[CH:25]=[CH:24][CH:23]=[CH:22][CH:21]=2)[C@H:26]([O:27][CH2:28][C:29]2[CH:34]=[CH:33][CH:32]=[CH:31][CH:30]=2)[C@@H:35]([CH2:37][O:38][C:39](=[O:41])[CH3:40])[O:36][C@H:7]1[O:123][CH2:122][C@H:103]1[O:102][C@@H:94]([S:95][C:96]2[CH:97]=[CH:98][CH:99]=[CH:100][CH:101]=2)[C@H:93]([O:92][CH2:85][C:86]2[CH:91]=[CH:90][CH:89]=[CH:88][CH:87]=2)[C@@H:105]([O:106][CH2:107][C:108]2[CH:113]=[CH:112][CH:111]=[CH:110][CH:109]=2)[C@@H:104]1[O:114][CH2:115][C:116]1[CH:121]=[CH:120][CH:119]=[CH:118][CH:117]=1)[C:11]1[CH:16]=[CH:15][CH:14]=[CH:13][CH:12]=1. (4) Given the reactants Br[CH2:2][C:3]1[C:8]([Br:9])=[CH:7][CH:6]=[CH:5][C:4]=1[N:10]1[C:14](=[O:15])[N:13]([CH3:16])[N:12]=[N:11]1.[CH3:17][C:18]1[CH:23]=[C:22]([N:24]2[C:28]([CH3:29])=[C:27]([CH3:30])[C:26]([CH3:31])=[N:25]2)[CH:21]=[CH:20][C:19]=1[OH:32].C(=O)([O-])[O-].[K+].[K+], predict the reaction product. The product is: [Br:9][C:8]1[C:3]([CH2:2][O:32][C:19]2[CH:20]=[CH:21][C:22]([N:24]3[C:28]([CH3:29])=[C:27]([CH3:30])[C:26]([CH3:31])=[N:25]3)=[CH:23][C:18]=2[CH3:17])=[C:4]([N:10]2[C:14](=[O:15])[N:13]([CH3:16])[N:12]=[N:11]2)[CH:5]=[CH:6][CH:7]=1. (5) Given the reactants C[O:2][C:3]1[CH:4]=[C:5]([CH:19]=[CH:20][C:21]=1[O:22]C)[CH2:6][NH:7][CH2:8][C:9]1[CH:14]=[CH:13][C:12]([O:15]C)=[C:11]([O:17]C)[CH:10]=1.Br.C(=O)([O-])O.[Na+], predict the reaction product. The product is: [OH:2][C:3]1[CH:4]=[C:5]([CH:19]=[CH:20][C:21]=1[OH:22])[CH2:6][NH:7][CH2:8][C:9]1[CH:14]=[CH:13][C:12]([OH:15])=[C:11]([OH:17])[CH:10]=1. (6) Given the reactants F[C:2]1[CH:3]=[C:4]([CH3:11])[CH:5]=[CH:6][C:7]=1[N+:8]([O-:10])=[O:9].[CH3:12][C:13]1[CH:19]=[CH:18][C:16]([NH2:17])=[C:15]([O:20][CH2:21][CH2:22][CH2:23][CH3:24])[CH:14]=1.[NH2:25][C:26]1[S:27][CH:28]=[CH:29][N:30]=1.[CH2:31]([OH:35])CCC, predict the reaction product. The product is: [CH2:15]([O:20][C:2]1[CH:3]=[C:4]([CH3:11])[CH:5]=[CH:6][C:7]=1[N+:8]([O-:10])=[O:9])[CH2:14][CH2:13][CH3:12].[CH2:21]([O:20][C:15]1[CH:14]=[C:13]([CH3:12])[CH:19]=[CH:18][C:16]=1[NH:17][C:31]([NH:25][C:26]1[S:27][CH:28]=[CH:29][N:30]=1)=[O:35])[CH2:22][CH2:23][CH3:24].